This data is from Buchwald-Hartwig C-N cross coupling reaction yields with 55,370 reactions. The task is: Predict the reaction yield, written as a fraction of the theoretical maximum amount of product (1.0 means a 100% yield; for example, 0.34 means a 34% yield). (1) The reactants are CCc1ccc(Cl)cc1.Cc1ccc(N)cc1.O=S(=O)(O[Pd]1c2ccccc2-c2ccccc2N~1)C(F)(F)F.COc1ccc(OC)c(P([C@]23C[C@H]4C[C@H](C[C@H](C4)C2)C3)[C@]23C[C@H]4C[C@H](C[C@H](C4)C2)C3)c1-c1c(C(C)C)cc(C(C)C)cc1C(C)C.CN1CCCN2CCCN=C12.c1ccc(-c2cnoc2)cc1. No catalyst specified. The product is CCc1ccc(Nc2ccc(C)cc2)cc1. The yield is 0.0712. (2) The reactants are COc1ccc(Cl)cc1.Cc1ccc(N)cc1.O=S(=O)(O[Pd]1c2ccccc2-c2ccccc2N~1)C(F)(F)F.COc1ccc(OC)c(P([C@]23C[C@H]4C[C@H](C[C@H](C4)C2)C3)[C@]23C[C@H]4C[C@H](C[C@H](C4)C2)C3)c1-c1c(C(C)C)cc(C(C)C)cc1C(C)C.CCN=P(N=P(N(C)C)(N(C)C)N(C)C)(N(C)C)N(C)C.COC(=O)c1cc(-c2ccco2)on1. No catalyst specified. The product is COc1ccc(Nc2ccc(C)cc2)cc1. The yield is 0. (3) The reactants are COc1ccc(Cl)cc1.Cc1ccc(N)cc1.O=S(=O)(O[Pd]1c2ccccc2-c2ccccc2N~1)C(F)(F)F.COc1ccc(OC)c(P(C(C)(C)C)C(C)(C)C)c1-c1c(C(C)C)cc(C(C)C)cc1C(C)C.CN1CCCN2CCCN=C12.Fc1cccc(F)c1-c1ccno1. No catalyst specified. The product is COc1ccc(Nc2ccc(C)cc2)cc1. The yield is 0.00568. (4) The product is COc1ccc(Nc2ccc(C)cc2)cc1. The reactants are COc1ccc(Br)cc1.Cc1ccc(N)cc1.O=S(=O)(O[Pd]1c2ccccc2-c2ccccc2N~1)C(F)(F)F.COc1ccc(OC)c(P(C(C)(C)C)C(C)(C)C)c1-c1c(C(C)C)cc(C(C)C)cc1C(C)C.CN(C)C(=NC(C)(C)C)N(C)C.c1ccc(-c2ccon2)cc1. No catalyst specified. The yield is 0.408.